This data is from Catalyst prediction with 721,799 reactions and 888 catalyst types from USPTO. The task is: Predict which catalyst facilitates the given reaction. (1) Reactant: [OH:1][C:2]1[CH:13]=[CH:12][C:5]2[O:6][CH:7]([CH3:11])[C:8](=[O:10])[NH:9][C:4]=2[CH:3]=1.O[CH:15]1[CH2:20][CH2:19][N:18]([C:21]([O:23][C:24]([CH3:27])([CH3:26])[CH3:25])=[O:22])[CH2:17][CH2:16]1.C1C=CC(P(C2C=CC=CC=2)C2C=CC=CC=2)=CC=1.CCOC(/N=N/C(OCC)=O)=O. Product: [CH3:11][CH:7]1[O:6][C:5]2[CH:12]=[CH:13][C:2]([O:1][CH:15]3[CH2:20][CH2:19][N:18]([C:21]([O:23][C:24]([CH3:27])([CH3:26])[CH3:25])=[O:22])[CH2:17][CH2:16]3)=[CH:3][C:4]=2[NH:9][C:8]1=[O:10]. The catalyst class is: 1. (2) Reactant: C(OC([NH:8][CH:9]1[CH2:12][N:11]([C:13]2[N:22]=[C:21]3[C:16]([C:17](=[O:30])[C:18]([C:27]([OH:29])=[O:28])=[CH:19][N:20]3CCC#N)=[CH:15][C:14]=2[F:31])[CH2:10]1)=O)(C)(C)C. Product: [NH2:8][CH:9]1[CH2:12][N:11]([C:13]2[N:22]=[C:21]3[C:16]([C:17](=[O:30])[C:18]([C:27]([OH:29])=[O:28])=[CH:19][NH:20]3)=[CH:15][C:14]=2[F:31])[CH2:10]1. The catalyst class is: 55. (3) Reactant: [CH3:1][S:2]([NH:5][C:6]1[CH:11]=[CH:10][CH:9]=[CH:8][C:7]=1[CH:12]1[CH2:17][CH2:16][N:15](C(OC(C)(C)C)=O)[CH2:14][CH2:13]1)(=[O:4])=[O:3].Cl. Product: [CH3:1][S:2]([NH:5][C:6]1[CH:11]=[CH:10][CH:9]=[CH:8][C:7]=1[CH:12]1[CH2:17][CH2:16][NH:15][CH2:14][CH2:13]1)(=[O:3])=[O:4]. The catalyst class is: 25. (4) Reactant: [C:1]1([C:7]2[N:8]=[N:9][CH:10]=[C:11]([C:22]3[CH:27]=[CH:26][CH:25]=[CH:24][CH:23]=3)[C:12]=2[C:13]2[O:14][CH:15]=[C:16]([C:18](OC)=[O:19])[N:17]=2)[CH:6]=[CH:5][CH:4]=[CH:3][CH:2]=1.[H-].[H-].[H-].[H-].[Li+].[Al+3]. Product: [C:1]1([C:7]2[N:8]=[N:9][CH:10]=[C:11]([C:22]3[CH:23]=[CH:24][CH:25]=[CH:26][CH:27]=3)[C:12]=2[C:13]2[O:14][CH:15]=[C:16]([CH2:18][OH:19])[N:17]=2)[CH:6]=[CH:5][CH:4]=[CH:3][CH:2]=1. The catalyst class is: 1. (5) The catalyst class is: 12. Reactant: [C:1]1([NH2:8])[CH:6]=[CH:5][CH:4]=[CH:3][C:2]=1[NH2:7].[OH-].[Na+].[C:11]([O:15][C:16](OC([O-])=O)=[O:17])([CH3:14])([CH3:13])[CH3:12]. Product: [C:11]([O:15][C:16]([NH:7][C:2]1[CH:3]=[CH:4][CH:5]=[CH:6][C:1]=1[NH2:8])=[O:17])([CH3:14])([CH3:13])[CH3:12]. (6) Reactant: C([O:3][C:4](=O)[C:5]([O:8][C:9]1[CH:10]=[C:11]2[CH:17]=[C:16]([CH:18]([C:25]3[CH:30]=[CH:29][C:28]([S:31]([CH3:34])(=[O:33])=[O:32])=[CH:27][CH:26]=3)[CH2:19][CH:20]3[CH2:24][CH2:23][CH2:22][CH2:21]3)[NH:15][C:12]2=[N:13][CH:14]=1)([CH3:7])[CH3:6])C.[H-].C([Al+]CC(C)C)C(C)C. Product: [CH:20]1([CH2:19][CH:18]([C:16]2[NH:15][C:12]3=[N:13][CH:14]=[C:9]([O:8][C:5]([CH3:6])([CH3:7])[CH2:4][OH:3])[CH:10]=[C:11]3[CH:17]=2)[C:25]2[CH:30]=[CH:29][C:28]([S:31]([CH3:34])(=[O:33])=[O:32])=[CH:27][CH:26]=2)[CH2:24][CH2:23][CH2:22][CH2:21]1. The catalyst class is: 7. (7) Reactant: [CH2:1]=[CH:2][CH2:3][C@H:4]([NH2:8])[C:5]([OH:7])=[O:6].[Cl:9][C:10]1[CH:18]=[CH:17][CH:16]=[C:15]([Cl:19])[C:11]=1[C:12](Cl)=[O:13]. Product: [Cl:9][C:10]1[CH:18]=[CH:17][CH:16]=[C:15]([Cl:19])[C:11]=1[C:12]([NH:8][C@@H:4]([CH2:3][CH:2]=[CH2:1])[C:5]([OH:7])=[O:6])=[O:13]. The catalyst class is: 821. (8) Reactant: [OH:1][CH:2]([CH2:6][CH2:7][CH2:8][CH2:9][CH2:10][CH2:11][CH2:12][CH2:13][CH2:14][CH2:15][CH2:16][CH2:17][CH2:18][CH3:19])[C:3]([OH:5])=[O:4].C(O)[CH2:21][CH2:22][CH2:23][CH2:24][CH2:25][OH:26].C1(C)C=CC(S(O)(=O)=O)=CC=1. Product: [OH:1][CH:2]([CH2:6][CH2:7][CH2:8][CH2:9][CH2:10][CH2:11][CH2:12][CH2:13][CH2:14][CH2:15][CH2:16][CH2:17][CH2:18][CH3:19])[C:3]([O:5][CH2:21][CH2:22][CH2:23][CH2:24][CH2:25][OH:26])=[O:4]. The catalyst class is: 11. (9) Reactant: Cl.C(OC([N:9]1[CH2:14][CH2:13][CH:12]([NH:15][C:16]([O:18][CH2:19][C:20]2[CH:25]=[CH:24][CH:23]=[CH:22][CH:21]=2)=[O:17])[CH2:11][CH2:10]1)=O)(C)(C)C. Product: [CH2:19]([O:18][C:16](=[O:17])[NH:15][CH:12]1[CH2:13][CH2:14][NH:9][CH2:10][CH2:11]1)[C:20]1[CH:25]=[CH:24][CH:23]=[CH:22][CH:21]=1. The catalyst class is: 12. (10) Reactant: C(=O)([O-])[O-].[K+].[K+].[F:7][C:8]1[CH:13]=[CH:12][C:11]([C:14](=[O:16])[CH3:15])=[C:10]([OH:17])[CH:9]=1.[CH2:18](Br)[C:19]1[CH:24]=[CH:23][CH:22]=[CH:21][CH:20]=1.Cl. Product: [CH2:18]([O:17][C:10]1[CH:9]=[C:8]([F:7])[CH:13]=[CH:12][C:11]=1[C:14](=[O:16])[CH3:15])[C:19]1[CH:24]=[CH:23][CH:22]=[CH:21][CH:20]=1. The catalyst class is: 3.